From a dataset of Catalyst prediction with 721,799 reactions and 888 catalyst types from USPTO. Predict which catalyst facilitates the given reaction. (1) Reactant: C(OC[O:9][C:10]1[CH:11]=[C:12](Br)[CH:13]=[C:14]2[C:19]=1[N:18]=[CH:17][N:16](COC(=O)C(C)(C)C)[C:15]2=[O:28])(=O)C(C)(C)C.C(=O)([O-])[O-].[K+].[K+].[O:36]1[CH2:41][CH2:40][N:39]([C:42]2[CH:43]=[C:44](B(O)O)[CH:45]=[CH:46][CH:47]=2)[CH2:38][CH2:37]1.N.CO. Product: [OH:9][C:10]1[CH:11]=[C:12]([C:46]2[CH:45]=[CH:44][CH:43]=[C:42]([N:39]3[CH2:38][CH2:37][O:36][CH2:41][CH2:40]3)[CH:47]=2)[CH:13]=[C:14]2[C:19]=1[N:18]=[CH:17][NH:16][C:15]2=[O:28]. The catalyst class is: 9. (2) Reactant: Br[C:2]1[CH:3]=[C:4]2[C:9](=[CH:10][CH:11]=1)[CH:8]=[C:7]([C:12]([NH:14][CH3:15])=[O:13])[CH:6]=[CH:5]2.O1CCCC1.C([Mg]Cl)(C)C.CCCCCC.C([Li])CCC.[C:37]1([S:43]([N:46]2[CH:50]=[C:49]([CH:51]=[O:52])[N:48]=[CH:47]2)(=[O:45])=[O:44])[CH:42]=[CH:41][CH:40]=[CH:39][CH:38]=1.[Cl-].[NH4+]. Product: [OH:52][CH:51]([C:49]1[N:48]=[CH:47][N:46]([S:43]([C:37]2[CH:38]=[CH:39][CH:40]=[CH:41][CH:42]=2)(=[O:45])=[O:44])[CH:50]=1)[C:2]1[CH:3]=[C:4]2[C:9](=[CH:10][CH:11]=1)[CH:8]=[C:7]([C:12]([NH:14][CH3:15])=[O:13])[CH:6]=[CH:5]2. The catalyst class is: 54.